From a dataset of NCI-60 drug combinations with 297,098 pairs across 59 cell lines. Regression. Given two drug SMILES strings and cell line genomic features, predict the synergy score measuring deviation from expected non-interaction effect. (1) Cell line: TK-10. Synergy scores: CSS=-0.176, Synergy_ZIP=-4.97, Synergy_Bliss=-7.61, Synergy_Loewe=-21.6, Synergy_HSA=-9.11. Drug 1: CCCCCOC(=O)NC1=NC(=O)N(C=C1F)C2C(C(C(O2)C)O)O. Drug 2: C1=CC=C(C=C1)NC(=O)CCCCCCC(=O)NO. (2) Drug 1: CCC1=CC2CC(C3=C(CN(C2)C1)C4=CC=CC=C4N3)(C5=C(C=C6C(=C5)C78CCN9C7C(C=CC9)(C(C(C8N6C)(C(=O)OC)O)OC(=O)C)CC)OC)C(=O)OC.C(C(C(=O)O)O)(C(=O)O)O. Drug 2: CCC1=C2CN3C(=CC4=C(C3=O)COC(=O)C4(CC)O)C2=NC5=C1C=C(C=C5)O. Cell line: HOP-62. Synergy scores: CSS=19.9, Synergy_ZIP=-8.19, Synergy_Bliss=-3.20, Synergy_Loewe=-23.2, Synergy_HSA=-2.18. (3) Drug 1: CS(=O)(=O)C1=CC(=C(C=C1)C(=O)NC2=CC(=C(C=C2)Cl)C3=CC=CC=N3)Cl. Drug 2: C1=NC2=C(N1)C(=S)N=C(N2)N. Cell line: HOP-92. Synergy scores: CSS=30.3, Synergy_ZIP=5.35, Synergy_Bliss=7.73, Synergy_Loewe=5.35, Synergy_HSA=7.85.